Task: Predict the reactants needed to synthesize the given product.. Dataset: Full USPTO retrosynthesis dataset with 1.9M reactions from patents (1976-2016) (1) Given the product [N:19]1[CH:20]=[CH:21][CH:22]=[C:17]([CH2:16][N:1]2[C:9]3[C:4](=[CH:5][CH:6]=[CH:7][CH:8]=3)[C:3]([C:10]([O:12][CH2:13][CH3:14])=[O:11])=[N:2]2)[CH:18]=1, predict the reactants needed to synthesize it. The reactants are: [NH:1]1[C:9]2[C:4](=[CH:5][CH:6]=[CH:7][CH:8]=2)[C:3]([C:10]([O:12][CH2:13][CH3:14])=[O:11])=[N:2]1.Br[CH2:16][C:17]1[CH:18]=[N:19][CH:20]=[CH:21][CH:22]=1. (2) Given the product [Cl:1][C:2]1[CH:7]=[CH:6][C:5]([C:8]2[C:16]3[C:11](=[CH:12][C:13]([S:17]([NH:20][C:21]4[S:25][N:24]=[CH:23][N:22]=4)(=[O:18])=[O:19])=[CH:14][CH:15]=3)[NH:10][CH:9]=2)=[C:4]([C:37]2[CH:38]=[CH:39][N:40]([CH3:44])[N:41]=2)[CH:3]=1.[Cl:1][C:2]1[CH:7]=[CH:6][C:5]([C:8]2[C:16]3[C:11](=[CH:12][C:13]([S:17]([NH:20][C:21]4[S:25][N:24]=[CH:23][N:22]=4)(=[O:19])=[O:18])=[CH:14][CH:15]=3)[NH:10][CH:9]=2)=[C:4]([C:37]2[N:41]([CH3:42])[N:40]=[CH:39][CH:38]=2)[CH:3]=1, predict the reactants needed to synthesize it. The reactants are: [Cl:1][C:2]1[CH:7]=[CH:6][C:5]([C:8]2[C:16]3[C:11](=[CH:12][C:13]([S:17]([N:20](CC4C=CC(OC)=CC=4OC)[C:21]4[S:25][N:24]=[CH:23][N:22]=4)(=[O:19])=[O:18])=[CH:14][CH:15]=3)[NH:10][CH:9]=2)=[C:4]([C:37]2[N:41]([CH3:42])[N:40]=[CH:39][CH:38]=2)[CH:3]=1.Cl.[CH3:44]O. (3) The reactants are: [CH3:1][C:2]1[CH:6]=[C:5]([CH2:7][OH:8])[O:4][N:3]=1.C(N(CC)CC)C.[CH3:16][S:17](Cl)(=[O:19])=[O:18]. Given the product [CH3:16][S:17]([O:8][CH2:7][C:5]1[O:4][N:3]=[C:2]([CH3:1])[CH:6]=1)(=[O:19])=[O:18], predict the reactants needed to synthesize it. (4) Given the product [CH3:27][S:28]([O:19][CH2:18][C:3]1([CH2:2][O:1][S:28]([CH3:27])(=[O:30])=[O:29])[CH2:6][CH:5]([NH:7][C:8]([O:9][CH2:10][C:11]2[CH:12]=[CH:13][CH:14]=[CH:15][CH:16]=2)=[O:17])[CH2:4]1)(=[O:30])=[O:29], predict the reactants needed to synthesize it. The reactants are: [OH:1][CH2:2][C:3]1([CH2:18][OH:19])[CH2:6][CH:5]([NH:7][C:8](=[O:17])[O:9][CH2:10][C:11]2[CH:16]=[CH:15][CH:14]=[CH:13][CH:12]=2)[CH2:4]1.C(N(CC)CC)C.[CH3:27][S:28](Cl)(=[O:30])=[O:29].